Dataset: Forward reaction prediction with 1.9M reactions from USPTO patents (1976-2016). Task: Predict the product of the given reaction. (1) Given the reactants [CH3:1][O:2][C:3]([C:5]1[CH:10]=[CH:9][C:8](Br)=[C:7]([Cl:12])[N:6]=1)=[O:4].[S:13]1(=[O:19])(=[O:18])[CH2:17][CH2:16][CH2:15][NH:14]1.N1C=CC=CC=1C(=O)CC(C1C=CC=CN=1)=O.C(=O)([O-])[O-].[K+].[K+], predict the reaction product. The product is: [CH3:1][O:2][C:3]([C:5]1[CH:10]=[CH:9][C:8]([N:14]2[CH2:15][CH2:16][CH2:17][S:13]2(=[O:19])=[O:18])=[C:7]([Cl:12])[N:6]=1)=[O:4]. (2) Given the reactants [CH2:1]([O:8][CH2:9][CH2:10][CH:11]1[CH2:16][CH2:15][N:14]([C:17]2[CH:18]=[N:19][CH:20]=[C:21]([O:23][CH2:24][C@@H:25]3[CH2:29][CH2:28][CH2:27][N:26]3C(OC(C)(C)C)=O)[CH:22]=2)[CH2:13][CH2:12]1)[C:2]1[CH:7]=[CH:6][CH:5]=[CH:4][CH:3]=1.[ClH:37].CCOCC, predict the reaction product. The product is: [ClH:37].[CH2:1]([O:8][CH2:9][CH2:10][CH:11]1[CH2:12][CH2:13][N:14]([C:17]2[CH:18]=[N:19][CH:20]=[C:21]([O:23][CH2:24][C@@H:25]3[CH2:29][CH2:28][CH2:27][NH:26]3)[CH:22]=2)[CH2:15][CH2:16]1)[C:2]1[CH:3]=[CH:4][CH:5]=[CH:6][CH:7]=1.